This data is from Reaction yield outcomes from USPTO patents with 853,638 reactions. The task is: Predict the reaction yield, written as a fraction of the theoretical maximum amount of product (1.0 means a 100% yield; for example, 0.34 means a 34% yield). The reactants are I[C:2]1[CH:7]=[CH:6][C:5]([C:8]2[O:9][C:10]3[CH:16]=[CH:15][CH:14]=[CH:13][C:11]=3[N:12]=2)=[CH:4][CH:3]=1.[CH:17]1[C:29]2[N:28]([C:30]3[CH:35]=[CH:34][C:33](B(O)O)=[CH:32][CH:31]=3)[C:27]3[C:22](=[CH:23][CH:24]=[CH:25][CH:26]=3)[C:21]=2[CH:20]=[CH:19][CH:18]=1.COCCOC.C(=O)([O-])[O-].[K+].[K+]. The catalyst is C([O-])(=O)C.[Pd+2].C([O-])(=O)C.C1(C)C=CC=CC=1P(C1C=CC=CC=1C)C1C=CC=CC=1C.C1(C)C=CC=CC=1. The product is [O:9]1[C:10]2[CH:16]=[CH:15][CH:14]=[CH:13][C:11]=2[N:12]=[C:8]1[C:5]1[CH:6]=[CH:7][C:2]([C:33]2[CH:34]=[CH:35][C:30]([N:28]3[C:27]4[CH:26]=[CH:25][CH:24]=[CH:23][C:22]=4[C:21]4[C:29]3=[CH:17][CH:18]=[CH:19][CH:20]=4)=[CH:31][CH:32]=2)=[CH:3][CH:4]=1. The yield is 0.880.